Dataset: Forward reaction prediction with 1.9M reactions from USPTO patents (1976-2016). Task: Predict the product of the given reaction. (1) Given the reactants F[C:2]1[CH:11]=[CH:10][C:5]2[NH:6][C:7]([CH3:9])=[N:8][C:4]=2[C:3]=1[N+:12]([O-:14])=[O:13].[F-].[K+].[Cl:17][C:18]1[CH:19]=[C:20]([CH2:25][C:26]([OH:28])=[O:27])[CH:21]=[CH:22][C:23]=1[OH:24].C1OCCOCCOCCOCCOCCOC1, predict the reaction product. The product is: [Cl:17][C:18]1[CH:19]=[C:20]([CH2:25][C:26]([OH:28])=[O:27])[CH:21]=[CH:22][C:23]=1[O:24][C:2]1[CH:11]=[CH:10][C:5]2[NH:6][C:7]([CH3:9])=[N:8][C:4]=2[C:3]=1[N+:12]([O-:14])=[O:13]. (2) Given the reactants Cl.[CH2:2](N=C=NCCCN(C)C)C.Cl.[CH2:14]([O:21][C:22]1[CH:29]=[CH:28][C:25]([CH2:26][NH2:27])=[CH:24][C:23]=1[O:30][CH3:31])[C:15]1[CH:20]=[CH:19][CH:18]=[CH:17][CH:16]=1.[C:32]([O:36][C:37]([N:39]1[CH2:43][CH2:42][C@H:41]([C:44]([OH:46])=O)[CH2:40]1)=[O:38])([CH3:35])([CH3:34])[CH3:33].C(N(CC)CC)C, predict the reaction product. The product is: [CH2:14]([O:21][C:22]1[CH:29]=[CH:28][C:25]([CH2:26][NH:27][C:44]([C@H:41]2[CH2:2][CH2:42][CH2:43][N:39]([C:37]([O:36][C:32]([CH3:33])([CH3:34])[CH3:35])=[O:38])[CH2:40]2)=[O:46])=[CH:24][C:23]=1[O:30][CH3:31])[C:15]1[CH:20]=[CH:19][CH:18]=[CH:17][CH:16]=1. (3) The product is: [F:1][C:2]([F:7])([F:6])[C:3]([OH:5])=[O:4].[NH2:8][C@H:9]([C:14]([NH:16][CH2:2][C:3]([NH:8][C@H:9]([C:14]([N:16]1[CH2:43][CH2:42][CH2:41][C@H:17]1[C:18]([NH:20][CH2:21][CH2:22][CH2:23][NH:24][C:25]1[C:38]2[C:37](=[O:39])[C:36]3[C:31](=[CH:32][CH:33]=[CH:34][CH:35]=3)[C:30](=[O:40])[C:29]=2[CH:28]=[CH:27][CH:26]=1)=[O:19])=[O:15])[CH2:10][CH:11]([CH3:12])[CH3:13])=[O:5])=[O:15])[CH2:10][CH:11]([CH3:13])[CH3:12]. Given the reactants [F:1][C:2]([F:7])([F:6])[C:3]([OH:5])=[O:4].[NH2:8][C@H:9]([C:14]([N:16]1[CH2:43][CH2:42][CH2:41][C@H:17]1[C:18]([NH:20][CH2:21][CH2:22][CH2:23][NH:24][C:25]1[C:38]2[C:37](=[O:39])[C:36]3[C:31](=[CH:32][CH:33]=[CH:34][CH:35]=3)[C:30](=[O:40])[C:29]=2[CH:28]=[CH:27][CH:26]=1)=[O:19])=[O:15])[CH2:10][CH:11]([CH3:13])[CH3:12], predict the reaction product. (4) Given the reactants [CH2:1]([N:5]([CH2:39][CH2:40][CH2:41][CH3:42])[C:6]1[CH:11]=[CH:10][C:9]([CH:12]=[CH:13][C:14]2[S:18][C:17]([CH:19]=[O:20])=[CH:16][CH:15]=2)=[C:8]([O:21][Si](C(C)(C)C)(C2C=CC=CC=2)C2C=CC=CC=2)[CH:7]=1)[CH2:2][CH2:3][CH3:4].[F-].C([N+](CCCC)(CCCC)CCCC)CCC.O.C(OCC)(=O)C, predict the reaction product. The product is: [CH2:39]([N:5]([CH2:1][CH2:2][CH2:3][CH3:4])[C:6]1[CH:11]=[CH:10][C:9]([CH:12]=[CH:13][C:14]2[S:18][C:17]([CH:19]=[O:20])=[CH:16][CH:15]=2)=[C:8]([OH:21])[CH:7]=1)[CH2:40][CH2:41][CH3:42].